From a dataset of Full USPTO retrosynthesis dataset with 1.9M reactions from patents (1976-2016). Predict the reactants needed to synthesize the given product. (1) Given the product [CH:1]1([C:4]2[N:5]=[C:6]([O:12][CH3:13])[C:7](/[CH:8]=[CH:17]/[N+:14]([O-:16])=[O:15])=[CH:10][CH:11]=2)[CH2:3][CH2:2]1, predict the reactants needed to synthesize it. The reactants are: [CH:1]1([C:4]2[CH:11]=[CH:10][C:7]([CH:8]=O)=[C:6]([O:12][CH3:13])[N:5]=2)[CH2:3][CH2:2]1.[N+:14]([CH3:17])([O-:16])=[O:15].Cl.CN.C([O-])(=O)C.[Na+]. (2) The reactants are: [OH-].[Li+].[Cl:3][C:4]1[CH:31]=[CH:30][CH:29]=[C:28]([Cl:32])[C:5]=1[C:6]([NH:8][C@H:9]([C:24]([O:26]C)=[O:25])[CH2:10][C:11]1[CH:16]=[CH:15][C:14]([O:17][CH:18]2[CH2:23][CH2:22][NH:21][CH2:20][CH2:19]2)=[CH:13][CH:12]=1)=[O:7].Cl. Given the product [Cl:3][C:4]1[CH:31]=[CH:30][CH:29]=[C:28]([Cl:32])[C:5]=1[C:6]([NH:8][C@H:9]([C:24]([OH:26])=[O:25])[CH2:10][C:11]1[CH:16]=[CH:15][C:14]([O:17][CH:18]2[CH2:19][CH2:20][NH:21][CH2:22][CH2:23]2)=[CH:13][CH:12]=1)=[O:7], predict the reactants needed to synthesize it.